From a dataset of Full USPTO retrosynthesis dataset with 1.9M reactions from patents (1976-2016). Predict the reactants needed to synthesize the given product. (1) Given the product [C:31]([O:30][C@@H:26]1[C@@H:25]([O:34][C:35](=[O:36])[CH3:37])[C@@H:24]([O:38][C:39](=[O:40])[CH3:41])[C@@H:23]([CH2:22][O:21][C:19](=[O:20])[CH3:18])[O:28][C@H:27]1[O:17][C:10]1[C:9]([CH2:8][C:5]2[CH:6]=[CH:7][C:2]([I:1])=[CH:3][CH:4]=2)=[C:13]([CH:14]([CH3:15])[CH3:16])[NH:12][N:11]=1)(=[O:32])[CH3:33], predict the reactants needed to synthesize it. The reactants are: [I:1][C:2]1[CH:7]=[CH:6][C:5]([CH2:8][C:9]2[C:10](=[O:17])[NH:11][NH:12][C:13]=2[CH:14]([CH3:16])[CH3:15])=[CH:4][CH:3]=1.[CH3:18][C:19]([O:21][CH2:22][C@H:23]1[O:28][C@H:27](Br)[C@H:26]([O:30][C:31]([CH3:33])=[O:32])[C@@H:25]([O:34][C:35]([CH3:37])=[O:36])[C@H:24]1[O:38][C:39]([CH3:41])=[O:40])=[O:20].CC(OC[C@H]1O[C@H](Br)[C@H](OC(C)=O)[C@@H](OC(C)=O)[C@@H]1OC(C)=O)=O. (2) Given the product [F:28][C:29]1[CH:34]=[CH:33][C:32]([N:35]2[CH2:36][CH2:37][N:38]([CH2:41][C@H:43]3[CH2:52][C@@H:51]([CH3:53])[C:50]4[C:45](=[CH:46][CH:47]=[CH:48][CH:49]=4)[NH:44]3)[CH2:39][CH2:40]2)=[C:31]([O:54][CH3:55])[CH:30]=1, predict the reactants needed to synthesize it. The reactants are: C1(N2CCN(CC3CCC4C(=CC=CC=4)N3)CC2)C2C(=CC=CC=2)C=CN=1.[F:28][C:29]1[CH:34]=[CH:33][C:32]([N:35]2[CH2:40][CH2:39][N:38]([C:41]([C@H:43]3[CH2:52][C@@H:51]([CH3:53])[C:50]4[C:45](=[CH:46][CH:47]=[CH:48][CH:49]=4)[NH:44]3)=O)[CH2:37][CH2:36]2)=[C:31]([O:54][CH3:55])[CH:30]=1. (3) Given the product [Br:1][C:2]1[CH:3]=[C:4]2[C:9](=[CH:10][CH:11]=1)[C:8]([Cl:15])=[N:7][N:6]=[CH:5]2, predict the reactants needed to synthesize it. The reactants are: [Br:1][C:2]1[CH:3]=[C:4]2[C:9](=[CH:10][CH:11]=1)[C:8](O)=[N:7][N:6]=[CH:5]2.P(Cl)(Cl)([Cl:15])=O.C(N(C(C)C)CC)(C)C. (4) Given the product [CH2:15]([O:19][C:6]1[N:5]=[CH:4][N:3]=[C:2]([N:22]2[CH2:23][C@H:24]([CH3:28])[CH2:25][CH2:26][CH2:27][C@@H:21]2[CH3:20])[CH:7]=1)[C:16]#[C:17][CH3:18], predict the reactants needed to synthesize it. The reactants are: F[C:2]1[CH:7]=[C:6](F)[N:5]=[CH:4][N:3]=1.C(=O)([O-])[O-].[K+].[K+].[CH2:15]([OH:19])[C:16]#[C:17][CH3:18].[CH3:20][C@H:21]1[CH2:27][CH2:26][CH2:25][C@@H:24]([CH3:28])[CH2:23][NH:22]1. (5) Given the product [NH2:8][C:5]1[CH:6]=[CH:7][C:2]([F:1])=[C:3]([C:11]([N:13]2[CH2:14][CH2:15][O:16][CH2:17][CH2:18]2)=[O:12])[CH:4]=1, predict the reactants needed to synthesize it. The reactants are: [F:1][C:2]1[CH:7]=[CH:6][C:5]([N+:8]([O-])=O)=[CH:4][C:3]=1[C:11]([N:13]1[CH2:18][CH2:17][O:16][CH2:15][CH2:14]1)=[O:12].Cl[Sn]Cl.C([O-])([O-])=O.[K+].[K+]. (6) Given the product [Cl:1][C:2]1[CH:3]=[C:4]2[C:8](=[CH:9][CH:10]=1)[N:7]([CH2:11][C:12]([OH:14])=[O:13])[C:6](=[O:17])[C:5]12[CH2:21][O:20][C:19]2[CH:22]=[C:23]3[C:27](=[CH:28][C:18]1=2)[CH2:26][CH2:25][O:24]3, predict the reactants needed to synthesize it. The reactants are: [Cl:1][C:2]1[CH:3]=[C:4]2[C:8](=[CH:9][CH:10]=1)[N:7]([CH2:11][C:12]([O:14]CC)=[O:13])[C:6](=[O:17])[C:5]12[CH2:21][O:20][C:19]2[CH:22]=[C:23]3[C:27](=[CH:28][C:18]1=2)[CH2:26][CH2:25][O:24]3.O=C1C2(C3=CC4OCOC=4C=C3OC2)C2C(=CC=CC=2)N1CC(OCC)=O. (7) Given the product [Cl:16][C:12]1[CH:11]=[C:10]([N:8]([CH3:9])[C:6]2[CH:5]=[CH:4][N:3]=[C:2]([NH:17][C:18]3[CH:19]=[C:20]([N:30]4[CH2:35][CH2:34][CH:33]([OH:36])[CH2:32][CH2:31]4)[CH:21]=[C:22]([N:24]4[CH2:29][CH2:28][O:27][CH2:26][CH2:25]4)[CH:23]=3)[N:7]=2)[CH:15]=[CH:14][CH:13]=1, predict the reactants needed to synthesize it. The reactants are: Cl[C:2]1[N:7]=[C:6]([N:8]([C:10]2[CH:15]=[CH:14][CH:13]=[C:12]([Cl:16])[CH:11]=2)[CH3:9])[CH:5]=[CH:4][N:3]=1.[NH2:17][C:18]1[CH:19]=[C:20]([N:30]2[CH2:35][CH2:34][CH:33]([OH:36])[CH2:32][CH2:31]2)[CH:21]=[C:22]([N:24]2[CH2:29][CH2:28][O:27][CH2:26][CH2:25]2)[CH:23]=1.Cl.O1CCOCC1.